Dataset: Peptide-MHC class II binding affinity with 134,281 pairs from IEDB. Task: Regression. Given a peptide amino acid sequence and an MHC pseudo amino acid sequence, predict their binding affinity value. This is MHC class II binding data. (1) The peptide sequence is TESHVKISRTIYRGVSP. The MHC is DRB1_0405 with pseudo-sequence DRB1_0405. The binding affinity (normalized) is 0.281. (2) The peptide sequence is NLMGKTLILLETFVR. The MHC is DRB1_0404 with pseudo-sequence DRB1_0404. The binding affinity (normalized) is 0.613. (3) The peptide sequence is NIRQAGVQY. The MHC is HLA-DQA10501-DQB10301 with pseudo-sequence HLA-DQA10501-DQB10301. The binding affinity (normalized) is 0.447. (4) The peptide sequence is QGQMVHQAISPRTLN. The MHC is DRB1_0405 with pseudo-sequence DRB1_0405. The binding affinity (normalized) is 0.446. (5) The peptide sequence is SAIQGNVTSIHSLLD. The binding affinity (normalized) is 0.434. The MHC is DRB1_0802 with pseudo-sequence DRB1_0802.